Dataset: Catalyst prediction with 721,799 reactions and 888 catalyst types from USPTO. Task: Predict which catalyst facilitates the given reaction. (1) Reactant: [CH2:1]([O:4][CH:5]1[O:10][C:9]([CH2:13][OH:14])([CH2:11][OH:12])[C@@H:8]([O:15][CH2:16][C:17]2[CH:22]=[CH:21][CH:20]=[CH:19][CH:18]=2)[C@H:7]([O:23][CH2:24][C:25]2[CH:30]=[CH:29][CH:28]=[CH:27][CH:26]=2)[C@H:6]1[O:31][CH2:32][C:33]1[CH:38]=[CH:37][CH:36]=[CH:35][CH:34]=1)[CH:2]=[CH2:3].[H-].[Na+].Br[CH2:42][C:43]1[CH:48]=[CH:47][C:46]([O:49][CH3:50])=[CH:45][CH:44]=1. Product: [CH2:1]([O:4][CH:5]1[O:10][C:9]([CH2:11][O:12][CH2:42][C:43]2[CH:48]=[CH:47][C:46]([O:49][CH3:50])=[CH:45][CH:44]=2)([CH2:13][O:14][CH2:42][C:43]2[CH:48]=[CH:47][C:46]([O:49][CH3:50])=[CH:45][CH:44]=2)[C@@H:8]([O:15][CH2:16][C:17]2[CH:22]=[CH:21][CH:20]=[CH:19][CH:18]=2)[C@H:7]([O:23][CH2:24][C:25]2[CH:26]=[CH:27][CH:28]=[CH:29][CH:30]=2)[C@H:6]1[O:31][CH2:32][C:33]1[CH:34]=[CH:35][CH:36]=[CH:37][CH:38]=1)[CH:2]=[CH2:3]. The catalyst class is: 9. (2) Reactant: CS(O[CH2:6][C:7]1[CH:12]=[CH:11][C:10]([Br:13])=[C:9]([Cl:14])[CH:8]=1)(=O)=O.Cl.[N:16]1[CH:21]=[CH:20][CH:19]=[N:18][C:17]=1[OH:22].C(=O)([O-])[O-].[K+].[K+]. Product: [Br:13][C:10]1[CH:11]=[CH:12][C:7]([CH2:6][N:18]2[CH:19]=[CH:20][CH:21]=[N:16][C:17]2=[O:22])=[CH:8][C:9]=1[Cl:14]. The catalyst class is: 31. (3) Reactant: [C:1]12([CH2:11][C:12]([NH:14][C:15]3[C:24]([CH3:25])=[CH:23][CH:22]=[C:21]4[C:16]=3[CH:17]=[CH:18][C:19]([NH:26][CH2:27][CH2:28][CH2:29][N:30](C)[C:31](=O)OC(C)(C)C)=[N:20]4)=[O:13])[CH2:10][CH:5]3[CH2:6][CH:7]([CH2:9][CH:3]([CH2:4]3)[CH2:2]1)[CH2:8]2.Cl. Product: [C:1]12([CH2:11][C:12]([NH:14][C:15]3[C:24]([CH3:25])=[CH:23][CH:22]=[C:21]4[C:16]=3[CH:17]=[CH:18][C:19]([NH:26][CH2:27][CH2:28][CH2:29][NH:30][CH3:31])=[N:20]4)=[O:13])[CH2:10][CH:5]3[CH2:4][CH:3]([CH2:9][CH:7]([CH2:6]3)[CH2:8]1)[CH2:2]2. The catalyst class is: 138.